The task is: Regression. Given two drug SMILES strings and cell line genomic features, predict the synergy score measuring deviation from expected non-interaction effect.. This data is from NCI-60 drug combinations with 297,098 pairs across 59 cell lines. (1) Drug 1: C1CC(C1)(C(=O)O)C(=O)O.[NH2-].[NH2-].[Pt+2]. Drug 2: C(CC(=O)O)C(=O)CN.Cl. Cell line: LOX IMVI. Synergy scores: CSS=8.16, Synergy_ZIP=-2.96, Synergy_Bliss=-3.59, Synergy_Loewe=-3.69, Synergy_HSA=-3.65. (2) Drug 1: C1C(C(OC1N2C=NC3=C(N=C(N=C32)Cl)N)CO)O. Drug 2: C1CN(CCN1C(=O)CCBr)C(=O)CCBr. Cell line: HS 578T. Synergy scores: CSS=29.5, Synergy_ZIP=-8.14, Synergy_Bliss=-2.35, Synergy_Loewe=-0.141, Synergy_HSA=0.357. (3) Drug 1: CC(C1=C(C=CC(=C1Cl)F)Cl)OC2=C(N=CC(=C2)C3=CN(N=C3)C4CCNCC4)N. Drug 2: CC(C)(C#N)C1=CC(=CC(=C1)CN2C=NC=N2)C(C)(C)C#N. Cell line: NCIH23. Synergy scores: CSS=16.5, Synergy_ZIP=-2.57, Synergy_Bliss=0.0635, Synergy_Loewe=-3.90, Synergy_HSA=0.853. (4) Drug 1: CN(C)C1=NC(=NC(=N1)N(C)C)N(C)C. Drug 2: CC1=C2C(C(=O)C3(C(CC4C(C3C(C(C2(C)C)(CC1OC(=O)C(C(C5=CC=CC=C5)NC(=O)OC(C)(C)C)O)O)OC(=O)C6=CC=CC=C6)(CO4)OC(=O)C)O)C)O. Cell line: 786-0. Synergy scores: CSS=49.2, Synergy_ZIP=2.21, Synergy_Bliss=0.308, Synergy_Loewe=-59.9, Synergy_HSA=-1.73.